This data is from Catalyst prediction with 721,799 reactions and 888 catalyst types from USPTO. The task is: Predict which catalyst facilitates the given reaction. (1) Reactant: [Cl:1][C:2]1[CH:7]=[CH:6][CH:5]=[CH:4][C:3]=1[CH:8]([O:10][C:11](=[O:26])[NH:12][C:13]1[C:14]([CH3:25])=[N:15][O:16][C:17]=1[C:18]1[CH:23]=[CH:22][CH:21]=[C:20](Br)[CH:19]=1)[CH3:9].[CH2:27]([O:29][C:30](=[O:49])[CH2:31][C:32]1[CH:37]=[CH:36][C:35]([O:38][CH3:39])=[C:34](B2OC(C)(C)C(C)(C)O2)[CH:33]=1)[CH3:28].C(=O)([O-])[O-].[K+].[K+]. Product: [CH2:27]([O:29][C:30](=[O:49])[CH2:31][C:32]1[CH:33]=[C:34]([C:20]2[CH:21]=[CH:22][CH:23]=[C:18]([C:17]3[O:16][N:15]=[C:14]([CH3:25])[C:13]=3[NH:12][C:11]([O:10][CH:8]([C:3]3[CH:4]=[CH:5][CH:6]=[CH:7][C:2]=3[Cl:1])[CH3:9])=[O:26])[CH:19]=2)[C:35]([O:38][CH3:39])=[CH:36][CH:37]=1)[CH3:28]. The catalyst class is: 276. (2) Reactant: [CH3:1][C@H:2]1[C@:14]23[CH:17]=[C:18]([CH3:21])[C@H:19]([OH:20])[C@@:13]2([OH:22])[C@H:12]([OH:23])[C:11]([CH2:24][OH:25])=[CH:10][C@H:9]([C:15]3=[O:16])[C@@H:5]2[C:6]([CH3:8])([CH3:7])[C@@H:4]2[CH2:3]1.C([O-])(O)=O.[Na+].O.[C:32]1(C)[CH:37]=CC(S(O)(=O)=O)=C[CH:33]=1. Product: [CH3:1][C@H:2]1[C:14]23[CH:17]=[C:18]([CH3:21])[C@H:19]([OH:20])[C@@:13]2([OH:22])[C@H:12]2[C:11]([CH2:24][O:25][C:32]([CH3:37])([CH3:33])[O:23]2)=[CH:10][CH:9]([C:15]3=[O:16])[CH:5]2[C:6]([CH3:8])([CH3:7])[CH:4]2[CH2:3]1. The catalyst class is: 21. (3) Reactant: [C:1]([N:4]1[C:13]2[C:8](=[CH:9][C:10]([C:14]3[CH:15]=[N:16][N:17]([CH2:19][CH2:20][N:21]([CH3:29])[C:22](=[O:28])[O:23][C:24]([CH3:27])([CH3:26])[CH3:25])[CH:18]=3)=[CH:11][CH:12]=2)[C@H:7]([NH2:30])[CH2:6][C@@H:5]1[CH3:31])(=[O:3])[CH3:2].Br[C:33]1[N:38]=[CH:37][CH:36]=[CH:35][N:34]=1.CC(C)([O-])C.[Na+].C1(P(C2CCCCC2)C2C=CC=CC=2C2C(N(C)C)=CC=CC=2)CCCCC1. Product: [C:1]([N:4]1[C:13]2[C:8](=[CH:9][C:10]([C:14]3[CH:15]=[N:16][N:17]([CH2:19][CH2:20][N:21]([CH3:29])[C:22](=[O:28])[O:23][C:24]([CH3:25])([CH3:26])[CH3:27])[CH:18]=3)=[CH:11][CH:12]=2)[C@H:7]([NH:30][C:33]2[N:38]=[CH:37][CH:36]=[CH:35][N:34]=2)[CH2:6][C@@H:5]1[CH3:31])(=[O:3])[CH3:2]. The catalyst class is: 102. (4) Reactant: [F:1][C:2]1[CH:7]=[C:6]([C:8]2[CH:13]=[CH:12][N:11]=[C:10]([CH3:14])[CH:9]=2)[C:5]([CH3:15])=[CH:4][C:3]=1[CH2:16][C:17]([O:19]C(C)(C)C)=[O:18].C(O)(C(F)(F)F)=O. Product: [F:1][C:2]1[CH:7]=[C:6]([C:8]2[CH:13]=[CH:12][N:11]=[C:10]([CH3:14])[CH:9]=2)[C:5]([CH3:15])=[CH:4][C:3]=1[CH2:16][C:17]([OH:19])=[O:18]. The catalyst class is: 2. (5) Product: [C:5]([C:16]1[C:15]2[C:19](=[CH:20][CH:21]=[C:13]([Br:12])[CH:14]=2)[NH:18][C:17]=1[C:22]([NH:24][CH2:25][CH2:26][O:27][CH3:28])=[O:23])(=[O:7])[CH3:6]. Reactant: [Al+3].[Cl-].[Cl-].[Cl-].[C:5](OC(=O)C)(=[O:7])[CH3:6].[Br:12][C:13]1[CH:14]=[C:15]2[C:19](=[CH:20][CH:21]=1)[NH:18][C:17]([C:22]([NH:24][CH2:25][CH2:26][O:27][CH3:28])=[O:23])=[CH:16]2. The catalyst class is: 4. (6) Reactant: [NH2:1][C:2]1[CH:3]=[C:4]([C:8]([C:10]2[CH:11]=[C:12]3[C:17](=[CH:18][CH:19]=2)[N:16]=[CH:15][C:14]([N:20]2[CH2:25][CH2:24][O:23][CH2:22][CH2:21]2)=[N:13]3)=[O:9])[CH:5]=[CH:6][CH:7]=1.[F:26][C:27]1[CH:32]=[CH:31][CH:30]=[C:29]([N:33]=[C:34]=[O:35])[CH:28]=1. Product: [F:26][C:27]1[CH:28]=[C:29]([NH:33][C:34]([NH:1][C:2]2[CH:7]=[CH:6][CH:5]=[C:4]([C:8]([C:10]3[CH:11]=[C:12]4[C:17](=[CH:18][CH:19]=3)[N:16]=[CH:15][C:14]([N:20]3[CH2:21][CH2:22][O:23][CH2:24][CH2:25]3)=[N:13]4)=[O:9])[CH:3]=2)=[O:35])[CH:30]=[CH:31][CH:32]=1. The catalyst class is: 2. (7) Reactant: [CH2:1]([O:5][C:6]1[CH:11]=[C:10](/[CH:12]=[CH:13]/[C:14]([O:16][CH3:17])=[O:15])[CH:9]=[CH:8][C:7]=1[C:18]1[CH:23]=[CH:22][CH:21]=[C:20]([CH2:24][N:25]([CH3:35])[C:26](=[O:34])[CH2:27][CH2:28][CH2:29][CH2:30][CH2:31][CH2:32][CH3:33])[CH:19]=1)[CH2:2][CH2:3][CH3:4]. Product: [CH2:1]([O:5][C:6]1[CH:11]=[C:10]([CH2:12][CH2:13][C:14]([O:16][CH3:17])=[O:15])[CH:9]=[CH:8][C:7]=1[C:18]1[CH:23]=[CH:22][CH:21]=[C:20]([CH2:24][N:25]([CH3:35])[C:26](=[O:34])[CH2:27][CH2:28][CH2:29][CH2:30][CH2:31][CH2:32][CH3:33])[CH:19]=1)[CH2:2][CH2:3][CH3:4]. The catalyst class is: 19.